Dataset: Full USPTO retrosynthesis dataset with 1.9M reactions from patents (1976-2016). Task: Predict the reactants needed to synthesize the given product. (1) Given the product [CH2:1]([O:3][C:4]1[CH:5]=[CH:6][C:7]([F:20])=[C:8]([C:10]2[CH:15]=[C:14]([CH3:16])[N:13]=[C:12]([C:17]([O:30][CH2:28][CH3:29])=[O:21])[C:11]=2[CH3:19])[CH:9]=1)[CH3:2], predict the reactants needed to synthesize it. The reactants are: [CH2:1]([O:3][C:4]1[CH:5]=[CH:6][C:7]([F:20])=[C:8]([C:10]2[CH:15]=[C:14]([CH3:16])[N:13]=[C:12]([C:17]#N)[C:11]=2[CH3:19])[CH:9]=1)[CH3:2].[OH-:21].[Na+].S(=O)(=O)(O)O.[CH2:28]([OH:30])[CH3:29]. (2) Given the product [Cl:25][C:2]([Cl:1])([CH2:7][CH2:8][CH2:9][CH2:10][CH2:11][CH2:12][CH2:13][CH2:14][CH:15]=[CH:16][C:18]1[CH:19]=[CH:20][C:21]([Cl:24])=[CH:22][CH:23]=1)[C:3]([O:5][CH3:6])=[O:4], predict the reactants needed to synthesize it. The reactants are: [Cl:1][C:2]([Cl:25])([CH2:7][CH2:8][CH2:9][CH2:10][CH2:11][CH2:12][CH2:13][CH2:14][CH2:15][CH:16]([C:18]1[CH:23]=[CH:22][C:21]([Cl:24])=[CH:20][CH:19]=1)O)[C:3]([O:5][CH3:6])=[O:4].O.C1(C)C=CC(S(O)(=O)=O)=CC=1. (3) Given the product [CH3:29][C:30]([CH3:34])([CH3:33])[CH2:31][NH:32][CH2:11][C:10]1[N:2]([CH3:1])[C:3]2[C:8]([N:9]=1)=[C:7]([N:13]1[CH2:18][CH2:17][O:16][CH2:15][CH2:14]1)[N:6]=[C:5]([N:19]1[C:23]3[CH:24]=[CH:25][CH:26]=[CH:27][C:22]=3[N:21]=[C:20]1[CH3:28])[N:4]=2, predict the reactants needed to synthesize it. The reactants are: [CH3:1][N:2]1[C:10]([CH:11]=O)=[N:9][C:8]2[C:3]1=[N:4][C:5]([N:19]1[C:23]3[CH:24]=[CH:25][CH:26]=[CH:27][C:22]=3[N:21]=[C:20]1[CH3:28])=[N:6][C:7]=2[N:13]1[CH2:18][CH2:17][O:16][CH2:15][CH2:14]1.[CH3:29][C:30]([CH3:34])([CH3:33])[CH2:31][NH2:32]. (4) Given the product [CH3:37][N:36]1[C:35](=[O:38])[CH:34]=[C:33]([C:39]2[CH:44]=[CH:43][N:42]=[CH:41][CH:40]=2)[N:32]=[C:31]1[N:19]1[CH2:20][CH2:21][CH2:22][CH:17]([C:14]2[CH:13]=[CH:12][C:11]([N:8]3[CH2:9][CH2:10][N:5]([CH3:4])[CH2:6][CH2:7]3)=[CH:16][CH:15]=2)[CH2:18]1, predict the reactants needed to synthesize it. The reactants are: Cl.Cl.Cl.[CH3:4][N:5]1[CH2:10][CH2:9][N:8]([C:11]2[CH:16]=[CH:15][C:14]([CH:17]3[CH2:22][CH2:21][CH2:20][NH:19][CH2:18]3)=[CH:13][CH:12]=2)[CH2:7][CH2:6]1.C(N(CC)CC)C.Cl[C:31]1[N:36]([CH3:37])[C:35](=[O:38])[CH:34]=[C:33]([C:39]2[CH:44]=[CH:43][N:42]=[CH:41][CH:40]=2)[N:32]=1. (5) Given the product [C:1]([C:3]1([NH:6][C:7](=[O:31])[C@@H:8]([NH:18][C@@H:19]([C:24]2[CH:25]=[CH:26][C:27]([F:30])=[CH:28][CH:29]=2)[C:20]([F:22])([F:23])[F:21])[CH2:9][S:10]([CH2:11][C:12]2[CH:13]=[N:14][CH:15]=[CH:16][CH:17]=2)(=[O:32])=[O:38])[CH2:4][CH2:5]1)#[N:2], predict the reactants needed to synthesize it. The reactants are: [C:1]([C:3]1([NH:6][C:7](=[O:31])[C@@H:8]([NH:18][C@@H:19]([C:24]2[CH:29]=[CH:28][C:27]([F:30])=[CH:26][CH:25]=2)[C:20]([F:23])([F:22])[F:21])[CH2:9][S:10][CH2:11][C:12]2[CH:13]=[N:14][CH:15]=[CH:16][CH:17]=2)[CH2:5][CH2:4]1)#[N:2].[OH:32]OS([O-])=O.[K+].[OH2:38]. (6) Given the product [OH:43][CH2:42][CH:11]([CH2:10][OH:9])[CH2:12][C:13]1[CH:14]=[C:15]2[C:21]3([CH2:25][CH2:24][N:23]([C:26]([O:28][C:29]([CH3:31])([CH3:32])[CH3:30])=[O:27])[CH2:22]3)[CH2:20][N:19]([C:33]([O:35][CH2:36][CH2:37][Si:38]([CH3:40])([CH3:39])[CH3:41])=[O:34])[C:16]2=[CH:17][CH:18]=1, predict the reactants needed to synthesize it. The reactants are: [H-].[Al+3].[Li+].[H-].[H-].[H-].C([O:9][C:10](=O)[CH:11]([C:42](OCC)=[O:43])[CH2:12][C:13]1[CH:14]=[C:15]2[C:21]3([CH2:25][CH2:24][N:23]([C:26]([O:28][C:29]([CH3:32])([CH3:31])[CH3:30])=[O:27])[CH2:22]3)[CH2:20][N:19]([C:33]([O:35][CH2:36][CH2:37][Si:38]([CH3:41])([CH3:40])[CH3:39])=[O:34])[C:16]2=[CH:17][CH:18]=1)C.S([O-])([O-])(=O)=O.[Na+].[Na+].